From a dataset of Full USPTO retrosynthesis dataset with 1.9M reactions from patents (1976-2016). Predict the reactants needed to synthesize the given product. (1) Given the product [CH2:6]([C:9]1[CH:14]=[CH:13][CH:12]=[CH:11][C:10]=1[B:16]([OH:19])[OH:17])[CH2:7][CH3:8], predict the reactants needed to synthesize it. The reactants are: C([Li])CCC.[CH2:6]([C:9]1[CH:14]=[CH:13][CH:12]=[CH:11][C:10]=1Br)[CH2:7][CH3:8].[B:16](OC)([O:19]C)[O:17]C.Cl. (2) Given the product [N:16]([C@H:12]1[CH2:13][CH2:14][C@H:9]([NH:8][C:6]([O:5][C:1]([CH3:4])([CH3:3])[CH3:2])=[O:7])[CH:10]=[CH:11]1)=[N+:17]=[N-:18], predict the reactants needed to synthesize it. The reactants are: [C:1]([O:5][C:6]([NH:8][C@H:9]1[CH2:14][CH2:13][C@@H:12](Cl)[CH:11]=[CH:10]1)=[O:7])([CH3:4])([CH3:3])[CH3:2].[N-:16]=[N+:17]=[N-:18].[Na+]. (3) Given the product [CH3:32][C:33]([CH3:37])([CH3:36])[C:34]#[C:35][C:2]1[C:11]2[C:6](=[CH:7][CH:8]=[CH:9][CH:10]=2)[C:5]([NH:12][C:13]2[CH:18]=[CH:17][C:16]([O:19][C:20]3[C:29]4[C:24](=[CH:25][C:26]([O:30][CH3:31])=[CH:27][N:28]=4)[N:23]=[CH:22][CH:21]=3)=[CH:15][CH:14]=2)=[N:4][N:3]=1, predict the reactants needed to synthesize it. The reactants are: Cl[C:2]1[C:11]2[C:6](=[CH:7][CH:8]=[CH:9][CH:10]=2)[C:5]([NH:12][C:13]2[CH:18]=[CH:17][C:16]([O:19][C:20]3[C:29]4[C:24](=[CH:25][C:26]([O:30][CH3:31])=[CH:27][N:28]=4)[N:23]=[CH:22][CH:21]=3)=[CH:15][CH:14]=2)=[N:4][N:3]=1.[CH3:32][C:33]([CH3:37])([CH3:36])[C:34]#[CH:35].C(#N)C. (4) Given the product [O:20]=[C:21]([C:24]1[CH:29]=[CH:28][CH:27]=[CH:26][CH:25]=1)[CH2:22][NH:23][C:17]([C:15]1[CH:16]=[C:11]([C:5]2[CH:4]=[C:3]([CH2:1][CH3:2])[C:8](=[O:9])[NH:7][C:6]=2[CH3:10])[CH:12]=[N:13][CH:14]=1)=[O:19], predict the reactants needed to synthesize it. The reactants are: [CH2:1]([C:3]1[C:8](=[O:9])[NH:7][C:6]([CH3:10])=[C:5]([C:11]2[CH:12]=[N:13][CH:14]=[C:15]([C:17]([OH:19])=O)[CH:16]=2)[CH:4]=1)[CH3:2].[O:20]=[C:21]([C:24]1[CH:29]=[CH:28][CH:27]=[CH:26][CH:25]=1)[CH2:22][NH2:23]. (5) Given the product [CH:1]1([C:7]([CH3:25])([CH3:24])[C:8]([NH:10][CH2:11][C:12]([C:14]2[CH:15]=[C:16]([OH:22])[CH:17]=[C:18]([OH:20])[CH:19]=2)=[O:13])=[O:9])[CH2:6][CH2:5][CH2:4][CH2:3][CH2:2]1, predict the reactants needed to synthesize it. The reactants are: [CH:1]1([C:7]([CH3:25])([CH3:24])[C:8]([NH:10][CH2:11][C:12]([C:14]2[CH:19]=[C:18]([O:20]C)[CH:17]=[C:16]([O:22]C)[CH:15]=2)=[O:13])=[O:9])[CH2:6][CH2:5][CH2:4][CH2:3][CH2:2]1.B(Br)(Br)Br.